From a dataset of Reaction yield outcomes from USPTO patents with 853,638 reactions. Predict the reaction yield, written as a fraction of the theoretical maximum amount of product (1.0 means a 100% yield; for example, 0.34 means a 34% yield). (1) The reactants are [H-].[Na+].[OH:3][C:4]1([C:12]2[S:13][C:14]([C:17]3[CH:18]=[C:19]([N:24]([C:32]4[N:37]=[C:36]([C:38]([F:41])([F:40])[F:39])[CH:35]=[CH:34][N:33]=4)[C:25](=[O:31])[O:26][C:27]([CH3:30])([CH3:29])[CH3:28])[CH:20]=[C:21]([CH3:23])[CH:22]=3)=[CH:15][N:16]=2)[CH2:10][CH2:9][C:8](=[O:11])[NH:7][CH2:6][CH2:5]1.Br[CH2:43][CH2:44][O:45][Si](C(C)(C)C)(C)C. The catalyst is CN(C=O)C. The product is [OH:45][CH2:44][CH2:43][O:3][C:4]1([C:12]2[S:13][C:14]([C:17]3[CH:18]=[C:19]([N:24]([C:32]4[N:37]=[C:36]([C:38]([F:40])([F:41])[F:39])[CH:35]=[CH:34][N:33]=4)[C:25](=[O:31])[O:26][C:27]([CH3:30])([CH3:29])[CH3:28])[CH:20]=[C:21]([CH3:23])[CH:22]=3)=[CH:15][N:16]=2)[CH2:10][CH2:9][C:8](=[O:11])[NH:7][CH2:6][CH2:5]1. The yield is 0.330. (2) The reactants are [C:1]([C:5]1[S:9][C:8]([NH2:10])=[N:7][CH:6]=1)([CH3:4])([CH3:3])[CH3:2].C(N(CC)CC)C.[F:18][C:19]1[CH:27]=[CH:26][C:25]([C:28]([F:31])([F:30])[F:29])=[CH:24][C:20]=1[C:21](Cl)=[O:22]. The catalyst is ClCCl. The product is [C:1]([C:5]1[S:9]/[C:8](=[N:10]\[C:21](=[O:22])[C:20]2[CH:24]=[C:25]([C:28]([F:29])([F:30])[F:31])[CH:26]=[CH:27][C:19]=2[F:18])/[NH:7][CH:6]=1)([CH3:4])([CH3:3])[CH3:2]. The yield is 0.710. (3) The catalyst is O1CCCC1.CO. The reactants are [S:1]1[CH:5]=[CH:4][CH:3]=[C:2]1[S:6]([NH:9][C:10]1[CH:11]=[CH:12][CH:13]=[C:14]2[C:18]=1[NH:17][C:16]([C:19]1[S:20][CH:21]([CH2:24][C:25]([O:27]CC)=[O:26])[CH2:22][N:23]=1)=[CH:15]2)(=[O:8])=[O:7].[OH-].[K+].Cl. The yield is 0.560. The product is [S:1]1[CH:5]=[CH:4][CH:3]=[C:2]1[S:6]([NH:9][C:10]1[CH:11]=[CH:12][CH:13]=[C:14]2[C:18]=1[NH:17][C:16]([C:19]1[S:20][CH:21]([CH2:24][C:25]([OH:27])=[O:26])[CH2:22][N:23]=1)=[CH:15]2)(=[O:8])=[O:7]. (4) The reactants are [NH2:1][C:2]1[C:3]([C:12](=[O:14])[NH2:13])=[N:4][S:5][C:6]=1[C:7]([O:9][CH2:10][CH3:11])=[O:8].[CH:15]([O-])([O-])OCC.C(OC(=O)C)(=O)C. No catalyst specified. The product is [OH:14][C:12]1[C:3]2[C:2](=[C:6]([C:7]([O:9][CH2:10][CH3:11])=[O:8])[S:5][N:4]=2)[N:1]=[CH:15][N:13]=1. The yield is 0.830. (5) The reactants are [CH3:1][O:2][C:3](=[O:15])[C:4]1[CH:9]=[C:8]([N+:10]([O-])=O)[C:7]([OH:13])=[C:6]([Cl:14])[CH:5]=1. The catalyst is CO.O.[Fe]. The product is [CH3:1][O:2][C:3](=[O:15])[C:4]1[CH:5]=[C:6]([Cl:14])[C:7]([OH:13])=[C:8]([NH2:10])[CH:9]=1. The yield is 0.680. (6) The reactants are [CH:1]([N:4]1[CH:8]=[N:7][N:6]=[C:5]1[C:9]1[S:10][C:11]2[CH2:12][CH2:13][O:14][C:15]3[CH:22]=[C:21]([CH:23]=O)[CH:20]=[CH:19][C:16]=3[C:17]=2[N:18]=1)([CH3:3])[CH3:2].[CH3:25][O:26][CH2:27][CH2:28][NH2:29]. No catalyst specified. The product is [CH:1]([N:4]1[CH:8]=[N:7][N:6]=[C:5]1[C:9]1[S:10][C:11]2[CH2:12][CH2:13][O:14][C:15]3[CH:22]=[C:21]([CH2:23][NH:29][CH2:28][CH2:27][O:26][CH3:25])[CH:20]=[CH:19][C:16]=3[C:17]=2[N:18]=1)([CH3:3])[CH3:2]. The yield is 0.560. (7) The reactants are [CH:1]([CH:4]1[S:9][CH2:8][CH2:7][CH2:6][S:5]1)([CH3:3])[CH3:2].C([Li])CCC.[CH:15](=[O:19])[CH2:16][CH2:17][CH3:18]. The catalyst is O1CCCC1. The product is [CH:1]([C:4]1([CH:15]([OH:19])[CH2:16][CH2:17][CH3:18])[S:9][CH2:8][CH2:7][CH2:6][S:5]1)([CH3:3])[CH3:2]. The yield is 0.850. (8) The reactants are [OH:1][CH:2]([C:11]1([S:14]([C:17]2[CH:26]=[CH:25][C:24]3[C:19](=[CH:20][CH:21]=[CH:22][CH:23]=3)[CH:18]=2)(=[O:16])=[O:15])[CH2:13][CH2:12]1)[CH2:3][C:4]([O:6]C(C)(C)C)=[O:5].FC(F)(F)C(O)=O. The catalyst is C(Cl)Cl. The product is [OH:1][CH:2]([C:11]1([S:14]([C:17]2[CH:26]=[CH:25][C:24]3[C:19](=[CH:20][CH:21]=[CH:22][CH:23]=3)[CH:18]=2)(=[O:16])=[O:15])[CH2:13][CH2:12]1)[CH2:3][C:4]([OH:6])=[O:5]. The yield is 0.956.